From a dataset of Catalyst prediction with 721,799 reactions and 888 catalyst types from USPTO. Predict which catalyst facilitates the given reaction. (1) Reactant: [F-].C([N+](CCCC)(CCCC)CCCC)CCC.[Br:19][C:20]1[C:21]([CH:27]=[O:28])=[N:22][CH:23]=[CH:24][C:25]=1[CH3:26].[F:29][C:30]([Si](C)(C)C)([F:32])[F:31]. Product: [Br:19][C:20]1[C:21]([CH:27]([OH:28])[C:30]([F:32])([F:31])[F:29])=[N:22][CH:23]=[CH:24][C:25]=1[CH3:26]. The catalyst class is: 56. (2) Reactant: C([O:3][C:4]([C:6]1[N:7]([C:32]2[CH:37]=[CH:36][C:35]([O:38][CH:39]([CH3:41])[CH3:40])=[CH:34][CH:33]=2)[C:8]2[C:13]([C:14]=1[CH2:15][CH2:16][C:17]([O:19]CC)=[O:18])=[CH:12][C:11]([C:22]1[CH:27]=[CH:26][C:25]([C:28]([F:31])([F:30])[F:29])=[CH:24][N:23]=1)=[CH:10][CH:9]=2)=[O:5])C.[OH-].[Na+].Cl. Product: [C:17]([CH2:16][CH2:15][C:14]1[C:13]2[C:8](=[CH:9][CH:10]=[C:11]([C:22]3[CH:27]=[CH:26][C:25]([C:28]([F:29])([F:31])[F:30])=[CH:24][N:23]=3)[CH:12]=2)[N:7]([C:32]2[CH:33]=[CH:34][C:35]([O:38][CH:39]([CH3:40])[CH3:41])=[CH:36][CH:37]=2)[C:6]=1[C:4]([OH:5])=[O:3])([OH:19])=[O:18]. The catalyst class is: 12. (3) Reactant: [NH2:1][CH2:2][CH:3]1[CH2:8][CH2:7][N:6]([C:9]([O:11][C:12]([CH3:15])([CH3:14])[CH3:13])=[O:10])[CH2:5][CH2:4]1.[CH3:16][C:17]1[NH:18][CH:19]=[C:20]([CH:22]=O)[N:21]=1.[C:24](O[BH-](OC(=O)C)OC(=O)C)(=[O:26])C.[Na+].[OH-].[Na+]. Product: [CH3:16][C:17]1[N:21]2[C:24](=[O:26])[N:1]([CH2:2][CH:3]3[CH2:8][CH2:7][N:6]([C:9]([O:11][C:12]([CH3:15])([CH3:14])[CH3:13])=[O:10])[CH2:5][CH2:4]3)[CH2:22][C:20]2=[CH:19][N:18]=1. The catalyst class is: 478. (4) Reactant: [CH3:1][C:2]1[C:7]([CH3:8])=[CH:6][C:5]([NH:9][CH2:10][CH2:11][CH2:12][CH2:13][CH2:14][CH2:15][C:16]([OH:18])=[O:17])=[C:4]([N+:19]([O-:21])=[O:20])[CH:3]=1.[Cl-].[Mg+2].[Cl-]. Product: [C:2]([O:17][C:16](=[O:18])[CH2:15][CH2:14][CH2:13][CH2:12][CH2:11][CH2:10][NH:9][C:5]1[CH:6]=[C:7]([CH3:8])[C:2]([CH3:1])=[CH:3][C:4]=1[N+:19]([O-:21])=[O:20])([CH3:7])([CH3:3])[CH3:1]. The catalyst class is: 664. (5) Reactant: C1(C)C=CC(S([O:10][CH2:11][C@@H:12]2[O:16][C:15](=[O:17])[CH2:14][CH2:13]2)(=O)=O)=CC=1.C(=O)([O-])[O-].[K+].[K+].[CH2:25]([C:27]([C:46]1[CH:51]=[CH:50][C:49](O)=[C:48]([CH3:53])[CH:47]=1)([C:30]1[CH:35]=[CH:34][C:33]([B:36]2[O:40][C:39]([CH3:42])([CH3:41])[C:38]([CH3:44])([CH3:43])[O:37]2)=[C:32]([CH3:45])[CH:31]=1)[CH2:28][CH3:29])[CH3:26].C(OCC)(=O)C. Product: [CH2:25]([C:27]([C:46]1[CH:51]=[CH:50][C:49]([O:10][CH2:11][C@@H:12]2[O:16][C:15](=[O:17])[CH2:14][CH2:13]2)=[C:48]([CH3:53])[CH:47]=1)([C:30]1[CH:35]=[CH:34][C:33]([B:36]2[O:40][C:39]([CH3:41])([CH3:42])[C:38]([CH3:43])([CH3:44])[O:37]2)=[C:32]([CH3:45])[CH:31]=1)[CH2:28][CH3:29])[CH3:26]. The catalyst class is: 9.